This data is from Catalyst prediction with 721,799 reactions and 888 catalyst types from USPTO. The task is: Predict which catalyst facilitates the given reaction. (1) The catalyst class is: 62. Reactant: Cl[C:2]1[CH:7]=[C:6]([CH2:8][CH2:9][CH3:10])[CH:5]=[CH:4][N:3]=1.[CH2:11]([NH2:20])[C:12]1[CH:19]=[CH:18][C:15]([O:16][CH3:17])=[CH:14][CH:13]=1.CC1(C)C2C(=C(P(C3C=CC=CC=3)C3C=CC=CC=3)C=CC=2)OC2C(P(C3C=CC=CC=3)C3C=CC=CC=3)=CC=CC1=2.C([O-])([O-])=O.[Cs+].[Cs+]. Product: [CH3:17][O:16][C:15]1[CH:18]=[CH:19][C:12]([CH2:11][NH:20][C:2]2[CH:7]=[C:6]([CH2:8][CH2:9][CH3:10])[CH:5]=[CH:4][N:3]=2)=[CH:13][CH:14]=1. (2) Reactant: [C:1]([O:4][C@H:5]1[C@H:11]([O:12][C:13](=[O:15])[CH3:14])[C@@H:10]([O:16][C:17](=[O:19])[CH3:18])[C@:9]2([C:21]3[CH:26]=[CH:25][C:24]([Cl:27])=[C:23]([CH2:28]Br)[CH:22]=3)[O:20][C@@:6]1([CH2:30][O:31][C:32](=[O:34])[CH3:33])[CH2:7][O:8]2)(=[O:3])[CH3:2].CC1(C)C(C)(C)OB([C:43]2[CH:58]=[CH:57][C:46]([O:47][C:48]3[CH:53]=[CH:52][C:51]([C:54](=[O:56])[CH3:55])=[CH:50][CH:49]=3)=[CH:45][CH:44]=2)O1.C(=O)([O-])[O-].[Na+].[Na+].CN(C=O)C. Product: [C:1]([O:4][C@H:5]1[C@H:11]([O:12][C:13](=[O:15])[CH3:14])[C@@H:10]([O:16][C:17](=[O:19])[CH3:18])[C@:9]2([C:21]3[CH:26]=[CH:25][C:24]([Cl:27])=[C:23]([CH2:28][C:43]4[CH:44]=[CH:45][C:46]([O:47][C:48]5[CH:53]=[CH:52][C:51]([C:54](=[O:56])[CH3:55])=[CH:50][CH:49]=5)=[CH:57][CH:58]=4)[CH:22]=3)[O:20][C@@:6]1([CH2:30][O:31][C:32](=[O:34])[CH3:33])[CH2:7][O:8]2)(=[O:3])[CH3:2]. The catalyst class is: 386. (3) Reactant: C([O:8][N:9]1[C:15](=[O:16])[N:14]2[CH2:17][C@H:10]1[CH2:11][CH2:12][C@H:13]2[C:18]([NH:20][O:21][CH:22]1[CH2:25][N:24]([C:26]([O:28][C:29]([CH3:32])([CH3:31])[CH3:30])=[O:27])[CH2:23]1)=[O:19])C1C=CC=CC=1.[H][H]. Product: [OH:8][N:9]1[C:15](=[O:16])[N:14]2[CH2:17][C@H:10]1[CH2:11][CH2:12][C@H:13]2[C:18]([NH:20][O:21][CH:22]1[CH2:23][N:24]([C:26]([O:28][C:29]([CH3:32])([CH3:31])[CH3:30])=[O:27])[CH2:25]1)=[O:19]. The catalyst class is: 19.